From a dataset of Forward reaction prediction with 1.9M reactions from USPTO patents (1976-2016). Predict the product of the given reaction. Given the reactants [NH2:1][C:2]1[N:7]=[C:6]([N:8]2[CH2:13][CH2:12][CH2:11][C@@H:10]([C:14]([N:16]3[CH2:20][CH2:19][CH2:18][CH2:17]3)=[O:15])[CH2:9]2)[CH:5]=[CH:4][C:3]=1[N+:21]([O-])=O.[C:24]1([CH2:30][CH:31]=O)[CH:29]=[CH:28][CH:27]=[CH:26][CH:25]=1, predict the reaction product. The product is: [CH2:30]([C:31]1[NH:1][C:2]2=[N:7][C:6]([N:8]3[CH2:13][CH2:12][CH2:11][C@@H:10]([C:14]([N:16]4[CH2:20][CH2:19][CH2:18][CH2:17]4)=[O:15])[CH2:9]3)=[CH:5][CH:4]=[C:3]2[N:21]=1)[C:24]1[CH:29]=[CH:28][CH:27]=[CH:26][CH:25]=1.